From a dataset of Forward reaction prediction with 1.9M reactions from USPTO patents (1976-2016). Predict the product of the given reaction. (1) Given the reactants Br[C:2]1[CH:7]=[C:6]([CH3:8])[CH:5]=[CH:4][C:3]=1[C:9]([O:14]COC)([CH2:12][CH3:13])[CH2:10][CH3:11].[Li]CCCC.[B:23](OC(C)C)(OC(C)C)[O:24]C(C)C, predict the reaction product. The product is: [CH2:10]([C:9]1([CH2:12][CH3:13])[O:14][B:23]([OH:24])[C:2]2[CH:7]=[C:6]([CH3:8])[CH:5]=[CH:4][C:3]1=2)[CH3:11]. (2) Given the reactants Cl.Cl[CH2:3][CH2:4][NH2:5].CN1CCOCC1.[CH3:13][S:14](Cl)(=[O:16])=[O:15].[Na+].[I-].[N-:20]=[N+:21]=[N-:22].[Na+], predict the reaction product. The product is: [N:20]([CH2:3][CH2:4][NH:5][S:14]([CH3:13])(=[O:16])=[O:15])=[N+:21]=[N-:22]. (3) Given the reactants [CH2:1]([NH2:3])[CH3:2].[Cl:4][C:5]1[CH:10]=[CH:9][C:8]([NH:11][C:12](=[O:34])[CH2:13][N:14]2[CH:18]=[C:17]([O:19][C:20]3[C:29]4[C:24](=[CH:25][C:26]([O:32][CH3:33])=[C:27]([O:30][CH3:31])[CH:28]=4)[N:23]=[CH:22][N:21]=3)[CH:16]=[N:15]2)=[CH:7][C:6]=1[CH:35]=O.C(O[BH-](OC(=O)C)OC(=O)C)(=O)C.[Na+].C(OC)(OC)OC, predict the reaction product. The product is: [Cl:4][C:5]1[CH:10]=[CH:9][C:8]([NH:11][C:12](=[O:34])[CH2:13][N:14]2[CH:18]=[C:17]([O:19][C:20]3[C:29]4[C:24](=[CH:25][C:26]([O:32][CH3:33])=[C:27]([O:30][CH3:31])[CH:28]=4)[N:23]=[CH:22][N:21]=3)[CH:16]=[N:15]2)=[CH:7][C:6]=1[CH2:35][NH:3][CH2:1][CH3:2]. (4) Given the reactants [Cl:1][C:2]1[C:3]([F:41])=[C:4]([C@@H:8]2[C@:12]([C:15]3[CH:20]=[CH:19][C:18]([Cl:21])=[CH:17][C:16]=3[F:22])([C:13]#[N:14])[C@H:11]([CH2:23][C:24]([CH3:27])([CH3:26])[CH3:25])[NH:10][C@H:9]2[C:28]([NH:30][C:31]2[CH:40]=[CH:39][C:34]([C:35]([O:37]C)=[O:36])=[CH:33][CH:32]=2)=[O:29])[CH:5]=[CH:6][CH:7]=1.[CH:42]1([CH2:48][CH:49]=O)[CH2:47][CH2:46][CH2:45][CH2:44][CH2:43]1.C(O[BH-](OC(=O)C)OC(=O)C)(=O)C.[Na+].CO, predict the reaction product. The product is: [Cl:1][C:2]1[C:3]([F:41])=[C:4]([C@@H:8]2[C@:12]([C:15]3[CH:20]=[CH:19][C:18]([Cl:21])=[CH:17][C:16]=3[F:22])([C:13]#[N:14])[C@H:11]([CH2:23][C:24]([CH3:26])([CH3:27])[CH3:25])[N:10]([CH2:49][CH2:48][CH:42]3[CH2:47][CH2:46][CH2:45][CH2:44][CH2:43]3)[C@H:9]2[C:28]([NH:30][C:31]2[CH:32]=[CH:33][C:34]([C:35]([OH:37])=[O:36])=[CH:39][CH:40]=2)=[O:29])[CH:5]=[CH:6][CH:7]=1. (5) Given the reactants [Br:1][C:2]1[C:7]([CH3:8])=[CH:6][N:5]=[C:4]([CH3:9])[CH:3]=1.ClC1C=CC=C(C(OO)=[O:18])C=1.C(=O)(O)[O-].[Na+].S([O-])([O-])=O.[Na+].[Na+], predict the reaction product. The product is: [Br:1][C:2]1[C:7]([CH3:8])=[CH:6][N+:5]([O-:18])=[C:4]([CH3:9])[CH:3]=1. (6) Given the reactants [C:1]([C:5]1[CH:6]=[C:7]([C:23](=[O:25])[CH3:24])[CH:8]=[C:9]([C:16]2[CH:21]=[CH:20][C:19]([CH3:22])=[CH:18][CH:17]=2)[C:10]=1[O:11][CH2:12][CH:13]([CH3:15])[CH3:14])([CH3:4])([CH3:3])[CH3:2].[C:26]([C:29]1[CH:36]=[CH:35][C:32]([CH:33]=O)=[CH:31][CH:30]=1)([OH:28])=[O:27], predict the reaction product. The product is: [C:1]([C:5]1[CH:6]=[C:7]([C:23](=[O:25])/[CH:24]=[CH:33]/[C:32]2[CH:35]=[CH:36][C:29]([C:26]([OH:28])=[O:27])=[CH:30][CH:31]=2)[CH:8]=[C:9]([C:16]2[CH:17]=[CH:18][C:19]([CH3:22])=[CH:20][CH:21]=2)[C:10]=1[O:11][CH2:12][CH:13]([CH3:15])[CH3:14])([CH3:2])([CH3:3])[CH3:4].